The task is: Predict the product of the given reaction.. This data is from Forward reaction prediction with 1.9M reactions from USPTO patents (1976-2016). (1) Given the reactants [OH-:1].[K+].[C:3]([C:5]1[CH:23]=[CH:22][C:8]2[N:9]([C:16]3[CH:21]=[CH:20][CH:19]=[CH:18][CH:17]=3)[CH2:10][CH2:11][O:12][CH:13]([CH3:15])[CH2:14][C:7]=2[CH:6]=1)#[N:4].CO, predict the reaction product. The product is: [CH3:15][CH:13]1[CH2:14][C:7]2[CH:6]=[C:5]([C:3]([NH2:4])=[O:1])[CH:23]=[CH:22][C:8]=2[N:9]([C:16]2[CH:17]=[CH:18][CH:19]=[CH:20][CH:21]=2)[CH2:10][CH2:11][O:12]1. (2) Given the reactants [CH3:1][N:2]([CH2:4][C:5]1[C:13]2[O:12][N:11]=[C:10]([CH2:14][CH2:15][CH:16]3[CH2:21][CH2:20][NH:19][CH2:18][CH2:17]3)[C:9]=2[CH:8]=[CH:7][C:6]=1[O:22][CH2:23][CH:24]1[CH2:26][CH2:25]1)[CH3:3].[OH:27][C:28]1[CH:35]=[CH:34][C:31]([CH:32]=O)=[CH:30][CH:29]=1.C(O[BH-](OC(=O)C)OC(=O)C)(=O)C.[Na+].[OH-].[Na+], predict the reaction product. The product is: [CH:24]1([CH2:23][O:22][C:6]2[CH:7]=[CH:8][C:9]3[C:10]([CH2:14][CH2:15][CH:16]4[CH2:21][CH2:20][N:19]([CH2:32][C:31]5[CH:34]=[CH:35][C:28]([OH:27])=[CH:29][CH:30]=5)[CH2:18][CH2:17]4)=[N:11][O:12][C:13]=3[C:5]=2[CH2:4][N:2]([CH3:3])[CH3:1])[CH2:25][CH2:26]1. (3) Given the reactants Cl.O[C:3]1([C:12](=[NH:16])OCC)[C:11]2[C:6](=[CH:7][CH:8]=[CH:9][CH:10]=2)CC1.CC[N:19]([CH2:22]C)[CH2:20][CH3:21].[C:24](Cl)(Cl)=O.[CH2:28]1COC[CH2:29]1, predict the reaction product. The product is: [NH:16]1[C:6]2[C:11](=[CH:10][C:9]([CH2:22][NH:19][CH:20]([CH:21]3[CH2:29][CH2:28]3)[CH3:24])=[CH:8][CH:7]=2)[CH:3]=[CH:12]1. (4) Given the reactants Br[C:2]1[CH:3]=[C:4]([C:8]2[N:9]=[C:10]([C:17]([NH2:19])=[O:18])[N:11]3[CH:16]=[CH:15][CH:14]=[N:13][C:12]=23)[CH:5]=[CH:6][CH:7]=1.[C:20]([C@:22]1([OH:29])[CH2:26][CH2:25][N:24]([CH3:27])[C:23]1=[O:28])#[CH:21], predict the reaction product. The product is: [OH:29][C@@:22]1([C:20]#[C:21][C:2]2[CH:3]=[C:4]([C:8]3[N:9]=[C:10]([C:17]([NH2:19])=[O:18])[N:11]4[CH:16]=[CH:15][CH:14]=[N:13][C:12]=34)[CH:5]=[CH:6][CH:7]=2)[CH2:26][CH2:25][N:24]([CH3:27])[C:23]1=[O:28].